From a dataset of Forward reaction prediction with 1.9M reactions from USPTO patents (1976-2016). Predict the product of the given reaction. (1) Given the reactants Cl.[CH3:2][O:3][C:4](=[O:38])[C:5]1[CH:10]=[CH:9][C:8]([O:11][C:12]2[CH:17]=[CH:16][C:15]([CH2:18][C@H:19]([NH2:37])[C:20]3[N:21]([CH2:33][CH2:34][CH2:35][CH3:36])[CH:22]=[C:23]([C:25]4[CH:30]=[CH:29][C:28]([Cl:31])=[CH:27][C:26]=4[Cl:32])[N:24]=3)=[CH:14][CH:13]=2)=[CH:7][CH:6]=1.[C:39]1(=[O:46])[O:45][C:43](=[O:44])[CH2:42][CH2:41][CH2:40]1.CCN(C(C)C)C(C)C.C(O)(=O)CC(CC(O)=O)(C(O)=O)O, predict the reaction product. The product is: [CH3:2][O:3][C:4](=[O:38])[C:5]1[CH:6]=[CH:7][C:8]([O:11][C:12]2[CH:13]=[CH:14][C:15]([CH2:18][C@@H:19]([C:20]3[N:21]([CH2:33][CH2:34][CH2:35][CH3:36])[CH:22]=[C:23]([C:25]4[CH:30]=[CH:29][C:28]([Cl:31])=[CH:27][C:26]=4[Cl:32])[N:24]=3)[NH:37][C:39](=[O:46])[CH2:40][CH2:41][CH2:42][C:43]([OH:45])=[O:44])=[CH:16][CH:17]=2)=[CH:9][CH:10]=1. (2) Given the reactants [F:1][C:2]1[C:3]([O:11][CH3:12])=[C:4]([CH:8]=[CH:9][CH:10]=1)[C:5]([OH:7])=O.CCN(C(C)C)C(C)C.CN(C(ON1N=NC2C=CC=CC1=2)=[N+](C)C)C.[B-](F)(F)(F)F.[Cl:44][C:45]1[CH:46]=[CH:47][C:48]([NH:51][CH2:52][C@@H:53]2[CH2:58][CH2:57][C@H:56]([CH3:59])[CH2:55][NH:54]2)=[N:49][CH:50]=1, predict the reaction product. The product is: [Cl:44][C:45]1[CH:46]=[CH:47][C:48]([NH:51][CH2:52][C@@H:53]2[CH2:58][CH2:57][C@H:56]([CH3:59])[CH2:55][N:54]2[C:5]([C:4]2[CH:8]=[CH:9][CH:10]=[C:2]([F:1])[C:3]=2[O:11][CH3:12])=[O:7])=[N:49][CH:50]=1.